Dataset: Reaction yield outcomes from USPTO patents with 853,638 reactions. Task: Predict the reaction yield, written as a fraction of the theoretical maximum amount of product (1.0 means a 100% yield; for example, 0.34 means a 34% yield). (1) The reactants are [NH2:1][CH2:2][CH2:3][N:4]1[C:12]([C:13](OCC)=[O:14])=[CH:11][C:10]2[CH:9]3[CH2:18][CH:6]([CH2:7][CH2:8]3)[C:5]1=2.C[O-].[Na+]. The catalyst is C(O)C. The product is [CH:6]12[CH2:18][CH:9]([CH2:8][CH2:7]1)[C:10]1[CH:11]=[C:12]3[N:4]([CH2:3][CH2:2][NH:1][C:13]3=[O:14])[C:5]2=1. The yield is 0.530. (2) The reactants are C(=O)(O)[O-].[Na+].[NH2:6][C:7]1[CH:12]=[CH:11][N:10]2[CH:13]=[C:14]([CH3:16])[N:15]=[C:9]2[C:8]=1[Br:17].Cl[C:19]([O:21][CH2:22][CH3:23])=[O:20].O. The catalyst is C(Cl)Cl.CN(C)C1C=CN=CC=1. The product is [Br:17][C:8]1[C:9]2[N:10]([CH:13]=[C:14]([CH3:16])[N:15]=2)[CH:11]=[CH:12][C:7]=1[NH:6][C:19]([O:21][CH2:22][CH3:23])=[O:20]. The yield is 0.350. (3) The reactants are [NH:1]1[C:9]2[CH2:8][CH2:7][CH2:6][CH2:5][C:4]=2[C:3]([C:10]([O:12][CH3:13])=[O:11])=[N:2]1.Br[CH2:15][C:16]1[CH:21]=[CH:20][C:19]([C:22]([N:24]2[CH2:28][CH2:27][CH2:26][CH2:25]2)=[O:23])=[CH:18][CH:17]=1.C(=O)([O-])[O-].[K+].[K+].CN(C=O)C. The catalyst is O. The product is [N:24]1([C:22]([C:19]2[CH:18]=[CH:17][C:16]([CH2:15][N:1]3[C:9]4[CH2:8][CH2:7][CH2:6][CH2:5][C:4]=4[C:3]([C:10]([O:12][CH3:13])=[O:11])=[N:2]3)=[CH:21][CH:20]=2)=[O:23])[CH2:25][CH2:26][CH2:27][CH2:28]1. The yield is 0.170. (4) The reactants are [ClH:1].Cl.[CH3:3][NH:4][CH2:5][C:6]1[N:7]=[C:8]([S:17][C:18]2[CH:23]=[CH:22][CH:21]=[CH:20][CH:19]=2)[N:9]([C:11]2[CH:16]=[CH:15][CH:14]=[CH:13][CH:12]=2)[CH:10]=1.[OH:24]OS([O-])=O.[K+].O.O.O.O.O.S([O-])([O-])(=O)=S.[Na+].[Na+].C(=O)([O-])O.[Na+]. The catalyst is CC(C)=O.O. The product is [ClH:1].[ClH:1].[CH3:3][NH:4][CH2:5][C:6]1[N:7]=[C:8]([S:17]([C:18]2[CH:23]=[CH:22][CH:21]=[CH:20][CH:19]=2)=[O:24])[N:9]([C:11]2[CH:16]=[CH:15][CH:14]=[CH:13][CH:12]=2)[CH:10]=1. The yield is 0.470. (5) The reactants are [CH3:1][S:2][C:3]1[N:4]=[CH:5][C:6]2[CH:12]=[CH:11][C:10](=[O:13])[N:9]([C:14]3[CH:15]=[C:16]([NH:20][C:21](=[O:27])[O:22][C:23]([CH3:26])([CH3:25])[CH3:24])[CH:17]=[CH:18][CH:19]=3)[C:7]=2[N:8]=1.[F:28]C1C=CC(NC(=O)OC(C)(C)C)=CC=1NC1C(C=O)=CN=C(SC)N=1. No catalyst specified. The product is [F:28][C:19]1[CH:18]=[CH:17][C:16]([NH:20][C:21](=[O:27])[O:22][C:23]([CH3:24])([CH3:26])[CH3:25])=[CH:15][C:14]=1[N:9]1[C:7]2[N:8]=[C:3]([S:2][CH3:1])[N:4]=[CH:5][C:6]=2[CH:12]=[CH:11][C:10]1=[O:13]. The yield is 0.590. (6) The reactants are [F:1][C:2]1[CH:10]=[CH:9][CH:8]=[C:7]2[C:3]=1[CH:4]=[C:5]([C:11]1[N:16]=[C:15]([C:17]3[C:18]([N:37]([CH3:42])[S:38]([CH3:41])(=[O:40])=[O:39])=[CH:19][C:20]4[O:24][C:23]([C:25]5[CH:30]=[CH:29][C:28]([F:31])=[CH:27][CH:26]=5)=[C:22]([C:32]([NH:34][CH3:35])=[O:33])[C:21]=4[CH:36]=3)[CH:14]=[N:13][CH:12]=1)[NH:6]2. The catalyst is Cl.CO. The product is [F:1][C:2]1[CH:10]=[CH:9][CH:8]=[C:7]2[C:3]=1[CH:4]=[C:5]([CH:11]1[NH:16][CH:15]([C:17]3[C:18]([N:37]([CH3:42])[S:38]([CH3:41])(=[O:40])=[O:39])=[CH:19][C:20]4[O:24][C:23]([C:25]5[CH:30]=[CH:29][C:28]([F:31])=[CH:27][CH:26]=5)=[C:22]([C:32]([NH:34][CH3:35])=[O:33])[C:21]=4[CH:36]=3)[CH2:14][NH:13][CH2:12]1)[NH:6]2. The yield is 0.500. (7) The reactants are [C:1]([O:5][C:6](=[O:18])[NH:7][CH:8]1[CH2:17][C:16]2[C:11](=[CH:12][CH:13]=[CH:14][CH:15]=2)[NH:10][CH2:9]1)([CH3:4])([CH3:3])[CH3:2].C(=O)([O-])[O-].[K+].[K+].[CH2:25](Br)[C:26]1[CH:31]=[CH:30][CH:29]=[CH:28][CH:27]=1. The catalyst is C(O)C. The product is [CH2:25]([N:10]1[C:11]2[C:16](=[CH:15][CH:14]=[CH:13][CH:12]=2)[CH2:17][CH:8]([NH:7][C:6](=[O:18])[O:5][C:1]([CH3:4])([CH3:2])[CH3:3])[CH2:9]1)[C:26]1[CH:31]=[CH:30][CH:29]=[CH:28][CH:27]=1. The yield is 0.770.